Task: Predict the reaction yield, written as a fraction of the theoretical maximum amount of product (1.0 means a 100% yield; for example, 0.34 means a 34% yield).. Dataset: Reaction yield outcomes from USPTO patents with 853,638 reactions (1) The reactants are C[Si]([N-][Si](C)(C)C)(C)C.[Li+].Cl[CH2:12][C:13](=[CH2:36])[CH2:14][O:15][C:16]1[CH:25]=[CH:24][C:19]([C:20]([O:22][CH3:23])=[O:21])=[CH:18][C:17]=1[CH2:26][S:27]([C:30]1[CH:35]=[CH:34][CH:33]=[CH:32][CH:31]=1)(=[O:29])=[O:28].O.Cl. The catalyst is O1CCCC1.ClCCl. The product is [CH2:12]=[C:13]1[CH2:36][CH:26]([S:27]([C:30]2[CH:35]=[CH:34][CH:33]=[CH:32][CH:31]=2)(=[O:29])=[O:28])[C:17]2[CH:18]=[C:19]([C:20]([O:22][CH3:23])=[O:21])[CH:24]=[CH:25][C:16]=2[O:15][CH2:14]1. The yield is 0.600. (2) The reactants are [F:1][C:2]1[C:3]([NH:12][C:13]2[CH:18]=[CH:17][C:16]([I:19])=[CH:15][C:14]=2[F:20])=[C:4]([CH:8]=[CH:9][C:10]=1[F:11])[C:5]([OH:7])=O.Cl.CN(C)CCCN=C=NCC.[O:33]1[CH2:37][CH2:36][O:35][CH:34]1[CH2:38][CH:39]([C:41]1([OH:45])[CH2:44][NH:43][CH2:42]1)[OH:40].C(OCC)(=O)C. The catalyst is CN(C)C1C=CN=CC=1.CN(C=O)C. The product is [F:1][C:2]1[C:3]([NH:12][C:13]2[CH:18]=[CH:17][C:16]([I:19])=[CH:15][C:14]=2[F:20])=[C:4]([C:5]([N:43]2[CH2:42][C:41]([CH:39]([OH:40])[CH2:38][CH:34]3[O:33][CH2:37][CH2:36][O:35]3)([OH:45])[CH2:44]2)=[O:7])[CH:8]=[CH:9][C:10]=1[F:11]. The yield is 0.360.